This data is from Forward reaction prediction with 1.9M reactions from USPTO patents (1976-2016). The task is: Predict the product of the given reaction. (1) Given the reactants [F:1][C:2]1[CH:10]=[C:9]2[C:5]([CH2:6][CH2:7][N:8]2[S:11]([C:14]2[CH:19]=[CH:18][C:17]([CH3:20])=[CH:16][CH:15]=2)(=[O:13])=[O:12])=[CH:4][C:3]=1[C:21]#[C:22][CH2:23][CH2:24][CH2:25]O.[CH2:27]([NH:29][CH2:30][CH2:31][OH:32])[CH3:28], predict the reaction product. The product is: [CH2:27]([N:29]([CH2:25][CH2:24][CH2:23][C:22]#[C:21][C:3]1[CH:4]=[C:5]2[C:9](=[CH:10][C:2]=1[F:1])[N:8]([S:11]([C:14]1[CH:19]=[CH:18][C:17]([CH3:20])=[CH:16][CH:15]=1)(=[O:13])=[O:12])[CH2:7][CH2:6]2)[CH2:30][CH2:31][OH:32])[CH3:28]. (2) Given the reactants O1C=CC=C1C(Cl)=O.[O:9]1[CH:13]=[CH:12][CH:11]=[C:10]1[C:14]([N:16]=[C:17]=[S:18])=[O:15].[CH3:19][O:20][C:21]1[CH:22]=[C:23]2[C:28](=[CH:29][C:30]=1[O:31][CH3:32])[N:27]=[CH:26][CH:25]=[C:24]2[O:33][C:34]1[CH:40]=[CH:39][C:37]([NH2:38])=[CH:36][CH:35]=1.C1(C)C=CC=CC=1, predict the reaction product. The product is: [O:9]1[CH:13]=[CH:12][CH:11]=[C:10]1[C:14]([N:16]=[C:17]=[S:18])=[O:15].[CH3:19][O:20][C:21]1[CH:22]=[C:23]2[C:28](=[CH:29][C:30]=1[O:31][CH3:32])[N:27]=[CH:26][CH:25]=[C:24]2[O:33][C:34]1[CH:35]=[CH:36][C:37]([NH:38][C:17]([NH:16][C:14]([C:10]2[O:9][CH:13]=[CH:12][CH:11]=2)=[O:15])=[S:18])=[CH:39][CH:40]=1. (3) Given the reactants [Cu][C:2]#[N:3].[I-].[K+].[F:6][C:7]1[C:15]([F:16])=[CH:14][CH:13]=[CH:12][C:8]=1[C:9](Cl)=[O:10], predict the reaction product. The product is: [F:6][C:7]1[C:15]([F:16])=[CH:14][CH:13]=[CH:12][C:8]=1[C:9]([C:2]#[N:3])=[O:10]. (4) Given the reactants [Br:1][C:2]1[CH:7]=[C:6](/[CH:8]=[C:9](/[N+]([O-])=O)\[CH2:10][CH2:11][CH2:12][CH3:13])[CH:5]=[CH:4][C:3]=1[O:17][CH:18]1[CH2:23][CH2:22][CH2:21][CH2:20][CH2:19]1.Cl.C[OH:26], predict the reaction product. The product is: [Br:1][C:2]1[CH:7]=[C:6]([CH2:8][C:9](=[O:26])[CH2:10][CH2:11][CH2:12][CH3:13])[CH:5]=[CH:4][C:3]=1[O:17][CH:18]1[CH2:23][CH2:22][CH2:21][CH2:20][CH2:19]1. (5) Given the reactants Cl[C:2]1[CH:7]=[CH:6][N:5]=[C:4]2[CH:8]=[C:9]([C:11]([N:13]3[CH2:17][CH2:16][C@@H:15]([OH:18])[CH2:14]3)=[O:12])[S:10][C:3]=12.[CH3:19][NH:20][C:21]([C:23]1[C:31]2[C:26](=[CH:27][C:28]([OH:32])=[CH:29][CH:30]=2)[N:25]([CH3:33])[CH:24]=1)=[O:22].C([O-])([O-])=O.[Cs+].[Cs+], predict the reaction product. The product is: [CH3:19][NH:20][C:21]([C:23]1[C:31]2[C:26](=[CH:27][C:28]([O:32][C:2]3[CH:7]=[CH:6][N:5]=[C:4]4[CH:8]=[C:9]([C:11]([N:13]5[CH2:17][CH2:16][C@@H:15]([OH:18])[CH2:14]5)=[O:12])[S:10][C:3]=34)=[CH:29][CH:30]=2)[N:25]([CH3:33])[CH:24]=1)=[O:22]. (6) Given the reactants [C:1]([C:3]1[CH:8]=[CH:7][C:6](B(O)O)=[CH:5][CH:4]=1)#[N:2].Br[C:13]1[CH:14]=[C:15]2[C:20](=[CH:21][CH:22]=1)[CH:19]=[C:18]([C:23]1[CH:37]=[CH:36][C:35]3=[C:38]4[C:24]=1[CH:25]=[CH:26][CH:27]=[C:28]4[C:29]1[C:30]([C:49]4[CH:54]=[CH:53][CH:52]=[CH:51][CH:50]=4)=[C:31]4[CH:48]=[CH:47][CH:46]=[CH:45][C:32]4=[C:33]([C:39]4[CH:44]=[CH:43][CH:42]=[CH:41][CH:40]=4)[C:34]=13)[CH:17]=[CH:16]2, predict the reaction product. The product is: [C:1]([C:3]1[CH:8]=[CH:7][C:6]([C:13]2[CH:14]=[C:15]3[C:20](=[CH:21][CH:22]=2)[CH:19]=[C:18]([C:23]2[CH:37]=[CH:36][C:35]4=[C:38]5[C:24]=2[CH:25]=[CH:26][CH:27]=[C:28]5[C:29]2[C:30]([C:49]5[CH:54]=[CH:53][CH:52]=[CH:51][CH:50]=5)=[C:31]5[CH:48]=[CH:47][CH:46]=[CH:45][C:32]5=[C:33]([C:39]5[CH:44]=[CH:43][CH:42]=[CH:41][CH:40]=5)[C:34]=24)[CH:17]=[CH:16]3)=[CH:5][CH:4]=1)#[N:2]. (7) Given the reactants [CH3:1][N:2]1[CH2:7][CH2:6][O:5][C@@H:4]([CH2:8][OH:9])[CH2:3]1.[H-].[Na+].[C:12]1([N:18]2[CH2:23][CH2:22][N:21]([C:24](OC3C=CC([N+]([O-])=O)=CC=3)=[O:25])[CH2:20][CH2:19]2)[CH:17]=[CH:16][CH:15]=[CH:14][CH:13]=1, predict the reaction product. The product is: [C:12]1([N:18]2[CH2:19][CH2:20][N:21]([C:24]([O:9][CH2:8][C@@H:4]3[O:5][CH2:6][CH2:7][N:2]([CH3:1])[CH2:3]3)=[O:25])[CH2:22][CH2:23]2)[CH:13]=[CH:14][CH:15]=[CH:16][CH:17]=1. (8) The product is: [Cl:22][C:20]1[CH:19]=[C:18]([S:23][CH3:24])[CH:17]=[C:16]([Cl:15])[C:21]=1[C:25]([OH:27])=[O:26]. Given the reactants C(N(C(C)C)CC)(C)C.[Li]CCCC.[Cl:15][C:16]1[CH:17]=[C:18]([S:23][CH3:24])[CH:19]=[C:20]([Cl:22])[CH:21]=1.[C:25](=[O:27])=[O:26].Cl, predict the reaction product. (9) Given the reactants [C:1]([O:5][C:6](=[O:25])[CH2:7][N:8]1[C:13](=[O:14])[CH:12]=[CH:11][C:10]([C:15]([O:17]CC2C=CC=CC=2)=[O:16])=[CH:9]1)([CH3:4])([CH3:3])[CH3:2], predict the reaction product. The product is: [C:1]([O:5][C:6](=[O:25])[CH2:7][N:8]1[C:13](=[O:14])[CH:12]=[CH:11][C:10]([C:15]([OH:17])=[O:16])=[CH:9]1)([CH3:4])([CH3:2])[CH3:3]. (10) Given the reactants [CH2:1]([NH:3][C:4]1[S:5][C@H:6]2[O:12][C@H:11]([CH:13]=O)[C@@H:10]([OH:15])[C@H:9]([OH:16])[C@H:7]2[N:8]=1)[CH3:2].[CH2:17]([NH2:24])[C:18]1[CH:23]=[CH:22][CH:21]=[CH:20][CH:19]=1.C([BH3-])#N.[Na+], predict the reaction product. The product is: [CH2:17]([NH:24][CH2:13][CH:11]1[O:12][CH:6]2[CH:7]([N:8]=[C:4]([NH:3][CH2:1][CH3:2])[S:5]2)[CH:9]([OH:16])[CH:10]1[OH:15])[C:18]1[CH:23]=[CH:22][CH:21]=[CH:20][CH:19]=1.